This data is from Forward reaction prediction with 1.9M reactions from USPTO patents (1976-2016). The task is: Predict the product of the given reaction. (1) Given the reactants [Cl:1][C:2]1[CH:3]=[CH:4][C:5]([O:20][CH3:21])=[C:6]([C:8]([CH3:19])([CH3:18])[CH2:9][C:10]([OH:17])([C:13]([F:16])([F:15])[F:14])[CH:11]=O)[CH:7]=1.[CH3:22][O:23][C:24]([C:26]1[CH:35]=[CH:34][C:33]2[C:28](=[CH:29][CH:30]=[CH:31][C:32]=2[NH2:36])[N:27]=1)=[O:25].C(O)(=O)C.O, predict the reaction product. The product is: [CH3:22][O:23][C:24]([C:26]1[CH:35]=[CH:34][C:33]2[C:28](=[CH:29][CH:30]=[CH:31][C:32]=2[N:36]=[CH:11][C:10]([OH:17])([C:13]([F:14])([F:16])[F:15])[CH2:9][C:8]([C:6]2[CH:7]=[C:2]([Cl:1])[CH:3]=[CH:4][C:5]=2[O:20][CH3:21])([CH3:18])[CH3:19])[N:27]=1)=[O:25]. (2) Given the reactants Br[C:2]1[CH:7]=[CH:6][C:5]([CH2:8][N:9]2[CH2:14][CH2:13][N:12]([C:15]([O:17][C:18]([CH3:21])([CH3:20])[CH3:19])=[O:16])[CH2:11][CH2:10]2)=[C:4]([CH3:22])[CH:3]=1.[CH3:23][C:24]1[CH:29]=[C:28](B(O)O)[CH:27]=[C:26]([CH3:33])[N:25]=1.C(=O)([O-])[O-].[K+].[K+].O1CCOCC1, predict the reaction product. The product is: [CH3:23][C:24]1[CH:29]=[C:28]([C:2]2[CH:7]=[CH:6][C:5]([CH2:8][N:9]3[CH2:14][CH2:13][N:12]([C:15]([O:17][C:18]([CH3:21])([CH3:20])[CH3:19])=[O:16])[CH2:11][CH2:10]3)=[C:4]([CH3:22])[CH:3]=2)[CH:27]=[C:26]([CH3:33])[N:25]=1. (3) Given the reactants Br[CH2:2][C:3]([C:5]1[CH:10]=[CH:9][CH:8]=[C:7]([O:11][CH3:12])[CH:6]=1)=[O:4].[N-:13]=[N+:14]=[N-:15].[Na+], predict the reaction product. The product is: [N:13]([CH2:2][C:3]([C:5]1[CH:10]=[CH:9][CH:8]=[C:7]([O:11][CH3:12])[CH:6]=1)=[O:4])=[N+:14]=[N-:15].